This data is from Experimentally validated miRNA-target interactions with 360,000+ pairs, plus equal number of negative samples. The task is: Binary Classification. Given a miRNA mature sequence and a target amino acid sequence, predict their likelihood of interaction. (1) The miRNA is hsa-miR-30c-1-3p with sequence CUGGGAGAGGGUUGUUUACUCC. The protein sequence of the target gene is MVGVLAMAAAAAPPPVKDCEIEPCKKRKKDDDTSTCKTITKYLSPLGKTRDRVFAPPKPSNILDYFRKTSPTNEKTQLGKECKIKSPESVPVDSNKDCTTPLEMFSNVEFKKKRKRVNLSHQLNNIKTENEAPIEISSDDSKEDYSLNNDFVESSTSVLRYKKQVEVLAENIQDTKSQPNTMTSLQNSKKVNPKQGTTKNDFKKLRKRKCRDVVDLSESLPLAEELNLLKKDGKDTKQMENTTSHANSRDNVTEAAQLNDSIITVSYEEFLKSHKENKVEEIPDSTMSICVPSETVDEIV.... Result: 1 (interaction). (2) The miRNA is rno-miR-15b-5p with sequence UAGCAGCACAUCAUGGUUUACA. The protein sequence of the target gene is MERPEEGKQSPPPQPWGRLLRLGAEEGEPHVLLRKREWTIGRRRGCDLSFPSNKLVSGDHCRIVVDEKSGQVTLEDTSTSGTVINKLKVVKKQTCPLQTGDVIYLVYRKNEPEHNVAYLYESLSEKQGMTQESFEANKENVFHGTKDTSGAGAGRGADPRVPPSSPATQVCFEEPQPSTSTSDLFPTASASSTEPSPAGRERSSSCGSGGGGISPKGSGPSVASDEVSSFASALPDRKTASFSSLEPQDQEDLEPVKKKMRGDGDLDLNGQLLVAQPRRNAQTVHEDVRAAAGKPDKMEE.... Result: 0 (no interaction).